This data is from Full USPTO retrosynthesis dataset with 1.9M reactions from patents (1976-2016). The task is: Predict the reactants needed to synthesize the given product. (1) Given the product [Cl:40][C:13]1[CH:14]=[C:15]2[NH:19][N:18]=[C:17]3[C:16]2=[C:11]([CH2:10][CH:9]([CH3:41])[N:8]3[CH2:1][C:2]2[CH:7]=[CH:6][C:5]([O:46][CH3:43])=[CH:4][CH:3]=2)[N:12]=1, predict the reactants needed to synthesize it. The reactants are: [CH2:1]([NH:8][CH:9]([CH3:41])[CH2:10][C:11]1[C:16]2[C:17](I)=[N:18][N:19](C(C3C=CC=CC=3)(C3C=CC=CC=3)C3C=CC=CC=3)[C:15]=2[CH:14]=[C:13]([Cl:40])[N:12]=1)[C:2]1[CH:7]=[CH:6][CH:5]=[CH:4][CH:3]=1.C[C:43]([O-:46])(C)C.[Na+].C1COCC1. (2) Given the product [NH2:8][CH:9]([CH3:17])[C:10]([CH3:16])([CH3:15])[C:11]([O:13][CH3:14])=[O:12], predict the reactants needed to synthesize it. The reactants are: C([NH:8][CH:9]([CH3:17])[C:10]([CH3:16])([CH3:15])[C:11]([O:13][CH3:14])=[O:12])C1C=CC=CC=1. (3) Given the product [Br:13][C:14]1[CH:15]=[N:16][CH:17]=[CH:18][C:19]=1[CH:22]=[O:23], predict the reactants needed to synthesize it. The reactants are: C(NC(C)C)(C)C.C([Li])CCC.[Br:13][C:14]1[CH:15]=[N:16][CH:17]=[CH:18][CH:19]=1.C1C[O:23][CH2:22]C1. (4) Given the product [Cl:16][C:17]1[CH:18]=[C:19]([CH:23]=[CH:24][C:25]=1[Cl:26])[C:20]([NH:15][C:11]1[CH:12]=[CH:13][CH:14]=[C:9]([CH2:8][N:3]2[C:4]([CH3:7])=[CH:5][N:6]=[C:2]2[CH3:1])[CH:10]=1)=[O:21], predict the reactants needed to synthesize it. The reactants are: [CH3:1][C:2]1[N:3]([CH2:8][C:9]2[CH:10]=[C:11]([NH2:15])[CH:12]=[CH:13][CH:14]=2)[C:4]([CH3:7])=[CH:5][N:6]=1.[Cl:16][C:17]1[CH:18]=[C:19]([CH:23]=[CH:24][C:25]=1[Cl:26])[C:20](O)=[O:21]. (5) Given the product [C:1]([N:4]1[CH2:9][CH2:8][N:7]([C:10]2[C:18]3[CH:17]=[C:16]([C:19]([OH:21])=[O:20])[S:15][C:14]=3[CH:13]=[CH:12][CH:11]=2)[CH2:6][CH2:5]1)(=[O:3])[CH3:2], predict the reactants needed to synthesize it. The reactants are: [C:1]([N:4]1[CH2:9][CH2:8][N:7]([C:10]2[C:18]3[CH:17]=[C:16]([C:19]([O:21]CC)=[O:20])[S:15][C:14]=3[CH:13]=[CH:12][CH:11]=2)[CH2:6][CH2:5]1)(=[O:3])[CH3:2].[OH-].[Li+].C(OCC)(=O)C. (6) The reactants are: [F:1][C:2]1[C:35]([O:36][CH3:37])=[CH:34][C:33]([O:38][CH3:39])=[C:32]([F:40])[C:3]=1[CH2:4][O:5][C:6]1[CH:7]=[N:8][C:9]([NH:12][C:13]2[CH:14]=[N:15][C:16]([O:19][CH:20]3[CH2:25][O:24]C(C4C=CC=CC=4)[O:22][CH2:21]3)=[CH:17][CH:18]=2)=[N:10][CH:11]=1.C(O)(=O)C. Given the product [F:40][C:32]1[C:33]([O:38][CH3:39])=[CH:34][C:35]([O:36][CH3:37])=[C:2]([F:1])[C:3]=1[CH2:4][O:5][C:6]1[CH:11]=[N:10][C:9]([NH:12][C:13]2[CH:18]=[CH:17][C:16]([O:19][CH:20]([CH2:21][OH:22])[CH2:25][OH:24])=[N:15][CH:14]=2)=[N:8][CH:7]=1, predict the reactants needed to synthesize it. (7) Given the product [CH2:1]([O:2][CH2:3][C:4]1[C:5]([C:14]2[CH:15]=[CH:16][C:17]([N+:20]([O-:22])=[O:21])=[CH:18][CH:19]=2)=[C:6]2[N:11]([CH:12]=1)[N:10]=[CH:9][N:8]=[C:7]2[NH2:13])[CH3:23], predict the reactants needed to synthesize it. The reactants are: [CH3:1][O:2][CH2:3][C:4]1[C:5]([C:14]2[CH:19]=[CH:18][C:17]([N+:20]([O-:22])=[O:21])=[CH:16][CH:15]=2)=[C:6]2[N:11]([CH:12]=1)[N:10]=[CH:9][N:8]=[C:7]2[NH2:13].[CH3:23]O. (8) Given the product [Br-:12].[N:1]1[C:10]2[CH2:9][CH2:8][CH2:7][CH2:6][C:5]=2[CH:4]=[CH:3][C:2]=1[CH2:11][P+:19]([C:20]1[CH:21]=[CH:22][CH:23]=[CH:24][CH:25]=1)([C:26]1[CH:31]=[CH:30][CH:29]=[CH:28][CH:27]=1)[C:13]1[CH:14]=[CH:15][CH:16]=[CH:17][CH:18]=1, predict the reactants needed to synthesize it. The reactants are: [N:1]1[C:10]2[CH2:9][CH2:8][CH2:7][CH2:6][C:5]=2[CH:4]=[CH:3][C:2]=1[CH2:11][Br:12].[C:13]1([P:19]([C:26]2[CH:31]=[CH:30][CH:29]=[CH:28][CH:27]=2)[C:20]2[CH:25]=[CH:24][CH:23]=[CH:22][CH:21]=2)[CH:18]=[CH:17][CH:16]=[CH:15][CH:14]=1. (9) Given the product [CH2:10]([C:9]1[CH:8]=[CH:7][C:4]([CH:5]=[O:6])=[CH:3][C:2]=1[C:17]1[CH:18]=[CH:19][C:14]([O:13][CH3:12])=[CH:15][CH:16]=1)[CH3:11], predict the reactants needed to synthesize it. The reactants are: Br[C:2]1[CH:3]=[C:4]([CH:7]=[CH:8][C:9]=1[CH2:10][CH3:11])[CH:5]=[O:6].[CH3:12][O:13][C:14]1[CH:19]=[CH:18][C:17](B(O)O)=[CH:16][CH:15]=1.C([O-])([O-])=O.[Na+].[Na+].